This data is from Catalyst prediction with 721,799 reactions and 888 catalyst types from USPTO. The task is: Predict which catalyst facilitates the given reaction. (1) Reactant: [CH3:1][C:2]1([CH2:6][O:7][CH2:8][CH2:9][CH2:10][CH2:11][CH2:12][CH2:13][O:14][C:15]2[CH:25]=[CH:24][C:18]([C:19]([O:21]CC)=[O:20])=[CH:17][CH:16]=2)[CH2:5][O:4][CH2:3]1.[OH-].[Na+].Cl. Product: [CH3:1][C:2]1([CH2:6][O:7][CH2:8][CH2:9][CH2:10][CH2:11][CH2:12][CH2:13][O:14][C:15]2[CH:16]=[CH:17][C:18]([C:19]([OH:21])=[O:20])=[CH:24][CH:25]=2)[CH2:5][O:4][CH2:3]1. The catalyst class is: 6. (2) Reactant: C(O[C@H:5]1[O:22][C@H:21]([CH2:23][O:24][C:25](=[O:27])[CH3:26])[C@@H:16]([O:17][C:18](=[O:20])[CH3:19])[C@H:11]([O:12][C:13](=[O:15])[CH3:14])[C@@H:6]1[O:7][C:8](=[O:10])[CH3:9])(=O)C.[I:28][C:29]1[CH:30]=[C:31]([OH:35])[CH:32]=[CH:33][CH:34]=1.B(F)(F)F.CCOCC. Product: [C:8]([O:7][C@H:6]1[C@@H:11]([O:12][C:13](=[O:15])[CH3:14])[C@H:16]([O:17][C:18](=[O:20])[CH3:19])[C@@H:21]([CH2:23][O:24][C:25](=[O:27])[CH3:26])[O:22][C@@H:5]1[O:35][C:31]1[CH:32]=[CH:33][CH:34]=[C:29]([I:28])[CH:30]=1)(=[O:10])[CH3:9]. The catalyst class is: 11. (3) Reactant: [N+:1]([C:4]1[CH:12]=[C:11]2[C:7]([CH2:8][CH2:9][NH:10]2)=[CH:6][CH:5]=1)([O-:3])=[O:2].[C:13]1([N:19]=[C:20]=[O:21])[CH:18]=[CH:17][CH:16]=[CH:15][CH:14]=1. Product: [C:13]1([NH:19][C:20]([N:10]2[C:11]3[C:7](=[CH:6][CH:5]=[C:4]([N+:1]([O-:3])=[O:2])[CH:12]=3)[CH2:8][CH2:9]2)=[O:21])[CH:18]=[CH:17][CH:16]=[CH:15][CH:14]=1. The catalyst class is: 13. (4) Reactant: [F:1][C:2]([F:26])([F:25])[C:3]1[CH:4]=[C:5]([C:21]([F:24])([F:23])[F:22])[C:6]2[CH:7]=[CH:8][C:9]3[N:10]([CH:13]=[C:14]([C:16]4[O:17][CH:18]=[N:19][N:20]=4)[N:15]=3)[C:11]=2[N:12]=1.[Cl:27]N1C(=O)CCC1=O.O. Product: [Cl:27][C:13]1[N:10]2[C:11]3[N:12]=[C:3]([C:2]([F:1])([F:25])[F:26])[CH:4]=[C:5]([C:21]([F:23])([F:24])[F:22])[C:6]=3[CH:7]=[CH:8][C:9]2=[N:15][C:14]=1[C:16]1[O:17][CH:18]=[N:19][N:20]=1. The catalyst class is: 9. (5) Reactant: [CH3:1][O:2][C:3]1[CH:4]=[CH:5][C:6]2[N:10]=[CH:9][N:8]([CH2:11][CH2:12]O)[C:7]=2[CH:14]=1.C(Br)(Br)(Br)[Br:16].C1C=CC(P(C2C=CC=CC=2)C2C=CC=CC=2)=CC=1. The catalyst class is: 2. Product: [Br:16][CH2:12][CH2:11][N:8]1[C:7]2[CH:14]=[C:3]([O:2][CH3:1])[CH:4]=[CH:5][C:6]=2[N:10]=[CH:9]1. (6) Reactant: C([O:3][C:4]([C:6]1[N:10]([CH:11]2[CH2:16][CH2:15][N:14]([C:17]([O:19][C:20]([CH3:23])([CH3:22])[CH3:21])=[O:18])[CH2:13][CH2:12]2)[N:9]=[C:8]([C:24]([F:27])([F:26])[F:25])[CH:7]=1)=[O:5])C.[OH-].[Na+]. Product: [C:20]([O:19][C:17]([N:14]1[CH2:13][CH2:12][CH:11]([N:10]2[C:6]([C:4]([OH:5])=[O:3])=[CH:7][C:8]([C:24]([F:25])([F:26])[F:27])=[N:9]2)[CH2:16][CH2:15]1)=[O:18])([CH3:23])([CH3:21])[CH3:22]. The catalyst class is: 8.